Dataset: NCI-60 drug combinations with 297,098 pairs across 59 cell lines. Task: Regression. Given two drug SMILES strings and cell line genomic features, predict the synergy score measuring deviation from expected non-interaction effect. Drug 1: C(CC(=O)O)C(=O)CN.Cl. Drug 2: C1CNP(=O)(OC1)N(CCCl)CCCl. Cell line: MDA-MB-435. Synergy scores: CSS=2.31, Synergy_ZIP=-1.14, Synergy_Bliss=-0.151, Synergy_Loewe=-2.57, Synergy_HSA=-3.31.